Dataset: Catalyst prediction with 721,799 reactions and 888 catalyst types from USPTO. Task: Predict which catalyst facilitates the given reaction. (1) Reactant: C(OC(=O)[NH:7][C:8]1[CH:13]=[CH:12][C:11]([S:14][C:15]2[CH:20]=[CH:19][C:18]([C:21](=[O:30])[NH:22][C:23]3[CH:28]=[CH:27][CH:26]=[C:25]([Br:29])[CH:24]=3)=[CH:17][C:16]=2[NH:31][C:32]2[C:33]3[CH:41]=[CH:40][C:39]([CH:42]([CH3:44])[CH3:43])=[N:38][C:34]=3[N:35]=[CH:36][N:37]=2)=[CH:10][CH:9]=1)(C)(C)C.[F:46][C:47]([F:52])([F:51])[C:48]([OH:50])=[O:49]. Product: [NH2:7][C:8]1[CH:13]=[CH:12][C:11]([S:14][C:15]2[CH:20]=[CH:19][C:18]([C:21]([NH:22][C:23]3[CH:28]=[CH:27][CH:26]=[C:25]([Br:29])[CH:24]=3)=[O:30])=[CH:17][C:16]=2[NH:31][C:32]2[C:33]3[CH:41]=[CH:40][C:39]([CH:42]([CH3:44])[CH3:43])=[N:38][C:34]=3[N:35]=[CH:36][N:37]=2)=[CH:10][CH:9]=1.[F:46][C:47]([F:52])([F:51])[C:48]([OH:50])=[O:49]. The catalyst class is: 2. (2) Reactant: N1C=CC=CC=1.[OH-].[K+].[F:9][C:10]1[CH:15]=[CH:14][CH:13]=[CH:12][C:11]=1[S:16](Cl)(=[O:18])=[O:17].[CH3:20][C:21]1[CH:22]=[C:23]([CH:25]=[C:26]([CH3:35])[C:27]=1[S:28]([CH2:31][N+:32]([O-:34])=[O:33])(=[O:30])=[O:29])[NH2:24].Cl. Product: [CH3:35][C:26]1[CH:25]=[C:23]([NH:24][S:16]([C:11]2[CH:12]=[CH:13][CH:14]=[CH:15][C:10]=2[F:9])(=[O:18])=[O:17])[CH:22]=[C:21]([CH3:20])[C:27]=1[S:28]([CH2:31][N+:32]([O-:34])=[O:33])(=[O:30])=[O:29]. The catalyst class is: 30. (3) The catalyst class is: 53. Reactant: [Br:1][C:2]1[C:3]([CH3:9])=[N:4][C:5]([Cl:8])=[CH:6][CH:7]=1.[Br:10]N1C(=O)CCC1=O.CC(N=NC(C#N)(C)C)(C#N)C. Product: [Br:1][C:2]1[C:3]([CH2:9][Br:10])=[N:4][C:5]([Cl:8])=[CH:6][CH:7]=1. (4) Reactant: [Br:1][C:2]1[CH:3]=[C:4]2[C:8](=[CH:9][CH:10]=1)[NH:7][N:6]=[C:5]2[CH3:11].CC(C)([O-])C.[K+].[CH3:18][O:19][C:20]1[CH:27]=[CH:26][C:23]([CH2:24]Cl)=[CH:22][CH:21]=1.C(OCC)(=O)C. Product: [Br:1][C:2]1[CH:3]=[C:4]2[C:8](=[CH:9][CH:10]=1)[N:7]([CH2:24][C:23]1[CH:26]=[CH:27][C:20]([O:19][CH3:18])=[CH:21][CH:22]=1)[N:6]=[C:5]2[CH3:11]. The catalyst class is: 1. (5) Reactant: [OH:1][B:2]1[C:6]2[CH:7]=[C:8]([OH:12])[CH:9]=[C:10]([CH3:11])[C:5]=2[CH:4]([CH:13]([CH3:19])[C:14]([O:16][CH2:17][CH3:18])=[O:15])[O:3]1.Br[C:21]1[S:22][C:23]([N+:26]([O-:28])=[O:27])=[N:24][N:25]=1.Cl. Product: [OH:1][B:2]1[C:6]2[CH:7]=[C:8]([O:12][C:21]3[S:22][C:23]([N+:26]([O-:28])=[O:27])=[N:24][N:25]=3)[CH:9]=[C:10]([CH3:11])[C:5]=2[CH:4]([CH:13]([CH3:19])[C:14]([O:16][CH2:17][CH3:18])=[O:15])[O:3]1. The catalyst class is: 23. (6) Reactant: [Cl:1][C:2]1[C:7]2[C:8](=[O:22])[N:9]([CH2:11][C:12]3[CH:17]=[CH:16][C:15]([O:18][CH3:19])=[CH:14][C:13]=3[O:20][CH3:21])[CH2:10][C:6]=2[C:5]([F:23])=[C:4]([NH:24][C@H:25]([CH2:30][CH:31]([CH3:33])[CH3:32])[C:26]([O:28]C)=[O:27])[N:3]=1. Product: [Cl:1][C:2]1[C:7]2[C:8](=[O:22])[N:9]([CH2:11][C:12]3[CH:17]=[CH:16][C:15]([O:18][CH3:19])=[CH:14][C:13]=3[O:20][CH3:21])[CH2:10][C:6]=2[C:5]([F:23])=[C:4]([NH:24][C@H:25]([CH2:30][CH:31]([CH3:33])[CH3:32])[C:26]([OH:28])=[O:27])[N:3]=1. The catalyst class is: 273. (7) Reactant: [C:1]([N:5]1[C:9]2=[N:10][C:11]([NH:14][C:15](=[O:23])[C:16]3[CH:21]=[CH:20][C:19]([CH3:22])=[CH:18][CH:17]=3)=[CH:12][CH:13]=[C:8]2[C:7]([C:24]([OH:26])=O)=[CH:6]1)([CH3:4])([CH3:3])[CH3:2].[CH2:27]([NH:29][CH2:30][CH3:31])[CH3:28].F[P-](F)(F)(F)(F)F.C[N+](C)=C(N(C)C)ON1C2N=CC=CC=2N=N1.C(N(CC)CC)C. Product: [CH2:27]([N:29]([CH2:30][CH3:31])[C:24]([C:7]1[C:8]2[C:9](=[N:10][C:11]([NH:14][C:15](=[O:23])[C:16]3[CH:21]=[CH:20][C:19]([CH3:22])=[CH:18][CH:17]=3)=[CH:12][CH:13]=2)[N:5]([C:1]([CH3:4])([CH3:2])[CH3:3])[CH:6]=1)=[O:26])[CH3:28]. The catalyst class is: 3. (8) Reactant: [Cl:1][C:2]1[CH:7]=[CH:6][CH:5]=[CH:4][C:3]=1[CH:8]([OH:12])[CH:9]([CH3:11])[CH3:10].C1C=C[NH+]=CC=1.[O-][Cr](Cl)(=O)=O. Product: [Cl:1][C:2]1[CH:7]=[CH:6][CH:5]=[CH:4][C:3]=1[C:8](=[O:12])[CH:9]([CH3:10])[CH3:11]. The catalyst class is: 28. (9) Reactant: [Br:1][C:2]1[CH:3]=[C:4]([S:9](Cl)(=[O:11])=[O:10])[CH:5]=[CH:6][C:7]=1[F:8].[CH:13]([N:16]([CH:19]([CH3:21])C)CC)([CH3:15])C.N1CCCC1. Product: [Br:1][C:2]1[CH:3]=[C:4]([S:9]([N:16]2[CH2:13][CH2:15][CH2:21][CH2:19]2)(=[O:11])=[O:10])[CH:5]=[CH:6][C:7]=1[F:8]. The catalyst class is: 7.